From a dataset of Forward reaction prediction with 1.9M reactions from USPTO patents (1976-2016). Predict the product of the given reaction. Given the reactants [Cl:1][C:2]1[CH:7]=[CH:6][CH:5]=[C:4]([Cl:8])[C:3]=1[C:9](=[O:13])[C:10]([OH:12])=O.C(Cl)(=O)C(Cl)=O.[N:20]1[CH:25]=[CH:24][CH:23]=[CH:22][C:21]=1[CH2:26][NH2:27], predict the reaction product. The product is: [Cl:8][C:4]1[CH:5]=[CH:6][CH:7]=[C:2]([Cl:1])[C:3]=1[C:9](=[O:13])[C:10]([NH:27][CH2:26][C:21]1[CH:22]=[CH:23][CH:24]=[CH:25][N:20]=1)=[O:12].